From a dataset of Catalyst prediction with 721,799 reactions and 888 catalyst types from USPTO. Predict which catalyst facilitates the given reaction. (1) Reactant: [S:1]1[CH:5]=[CH:4][CH:3]=[C:2]1[C:6]([OH:8])=O.C1C=CC2N(O)N=NC=2C=1.CCN=C=NCCCN(C)C.[NH2:30][C@@H:31]([CH2:36][CH2:37][CH2:38][CH2:39][CH2:40][C:41]([O:43][C:44]([CH3:47])([CH3:46])[CH3:45])=[O:42])[C:32]([O:34][CH3:35])=[O:33]. Product: [S:1]1[CH:5]=[CH:4][CH:3]=[C:2]1[C:6]([NH:30][C@@H:31]([CH2:36][CH2:37][CH2:38][CH2:39][CH2:40][C:41]([O:43][C:44]([CH3:47])([CH3:46])[CH3:45])=[O:42])[C:32]([O:34][CH3:35])=[O:33])=[O:8]. The catalyst class is: 31. (2) Reactant: [S:1]1[CH2:6][CH2:5][CH2:4][S:3][CH2:2]1.C([Li])CCC.[CH2:12]([O:16][CH2:17][C:18]1[CH:23]=[CH:22][CH:21]=[CH:20][CH:19]=1)[C@@H:13]1[O:15][CH2:14]1. Product: [CH2:17]([O:16][CH2:12][C@H:13]([OH:15])[CH2:14][CH:2]1[S:3][CH2:4][CH2:5][CH2:6][S:1]1)[C:18]1[CH:23]=[CH:22][CH:21]=[CH:20][CH:19]=1. The catalyst class is: 1. (3) Reactant: [Cl:1][C:2]1[CH:7]=[C:6]([C:8]#[C:9][Si](C)(C)C)[CH:5]=[C:4]([O:14][CH3:15])[C:3]=1[CH:16]1[C:26](=[O:27])[CH2:25][C:19]2([CH2:24][CH2:23][O:22][CH2:21][CH2:20]2)[CH2:18][C:17]1=[O:28].C(=O)([O-])[O-].[K+].[K+].O. Product: [Cl:1][C:2]1[CH:7]=[C:6]([C:8]#[CH:9])[CH:5]=[C:4]([O:14][CH3:15])[C:3]=1[CH:16]1[C:17](=[O:28])[CH2:18][C:19]2([CH2:24][CH2:23][O:22][CH2:21][CH2:20]2)[CH2:25][C:26]1=[O:27]. The catalyst class is: 5.